This data is from Reaction yield outcomes from USPTO patents with 853,638 reactions. The task is: Predict the reaction yield, written as a fraction of the theoretical maximum amount of product (1.0 means a 100% yield; for example, 0.34 means a 34% yield). (1) The reactants are [N:1]1[CH:6]=[CH:5][CH:4]=[C:3]([C:7]2[CH:8]3[CH2:15][CH:12]([CH2:13][CH:14]=2)[CH2:11][N:10](C(OCC)=O)[CH2:9]3)[CH:2]=1.Cl.[OH-].[Na+]. No catalyst specified. The product is [N:1]1[CH:6]=[CH:5][CH:4]=[C:3]([C:7]2[CH:8]3[CH2:15][CH:12]([CH2:13][CH:14]=2)[CH2:11][NH:10][CH2:9]3)[CH:2]=1. The yield is 0.150. (2) The reactants are Br[C:2]1[N:6]2[N:7]=[C:8]([NH:11][CH2:12][CH2:13][CH2:14][CH3:15])[CH:9]=[CH:10][C:5]2=[N:4][CH:3]=1.[F:16][C:17]1[CH:22]=[C:21]([CH:23]=[O:24])[CH:20]=[CH:19][C:18]=1B(O)O.P([O-])([O-])([O-])=O.[K+].[K+].[K+].COCCOC. The catalyst is C1C=CC(P(C2C=CC=CC=2)[C-]2C=CC=C2)=CC=1.C1C=CC(P(C2C=CC=CC=2)[C-]2C=CC=C2)=CC=1.Cl[Pd]Cl.[Fe+2].O. The product is [CH2:12]([NH:11][C:8]1[CH:9]=[CH:10][C:5]2[N:6]([C:2]([C:18]3[CH:19]=[CH:20][C:21]([CH:23]=[O:24])=[CH:22][C:17]=3[F:16])=[CH:3][N:4]=2)[N:7]=1)[CH2:13][CH2:14][CH3:15]. The yield is 0.640. (3) The reactants are [CH2:1]([O:3][C:4]([C:6]1[N:7]([CH3:14])[CH:8]=[C:9]([N+:11]([O-])=O)[N:10]=1)=[O:5])[CH3:2].N1C=CN=C1.[CH3:20][N:21]1[CH:25]=[C:24]([NH:26][C:27]([O:29][CH2:30][CH2:31][S:32]([C:35]2[CH:40]=[CH:39][C:38]([C:41]([F:44])([F:43])[F:42])=[CH:37][CH:36]=2)(=[O:34])=[O:33])=[O:28])[N:23]=[C:22]1[C:45](O)=[O:46].CN(C(F)=[N+](C)C)C.F[P-](F)(F)(F)(F)F.C1C=CC2N(O)N=NC=2C=1.CCN(C(C)C)C(C)C. The catalyst is CC(=O)OCC.CN(C=O)C.C(Cl)Cl.[Pd]. The product is [CH2:1]([O:3][C:4]([C:6]1[N:7]([CH3:14])[CH:8]=[C:9]([NH:11][C:45]([C:22]2[N:21]([CH3:20])[CH:25]=[C:24]([NH:26][C:27]([O:29][CH2:30][CH2:31][S:32]([C:35]3[CH:40]=[CH:39][C:38]([C:41]([F:44])([F:42])[F:43])=[CH:37][CH:36]=3)(=[O:33])=[O:34])=[O:28])[N:23]=2)=[O:46])[N:10]=1)=[O:5])[CH3:2]. The yield is 0.544. (4) The reactants are Cl[CH2:2][C:3]#[C:4][C:5]1[CH:10]=[CH:9][C:8]([N+:11]([O-:13])=[O:12])=[C:7]([O:14][CH3:15])[CH:6]=1.[CH3:16][N:17]1[CH2:22][CH2:21][NH:20][CH2:19][CH2:18]1. The catalyst is O1CCOCC1. The product is [CH3:16][N:17]1[CH2:22][CH2:21][N:20]([CH2:2][C:3]#[C:4][C:5]2[CH:10]=[CH:9][C:8]([N+:11]([O-:13])=[O:12])=[C:7]([O:14][CH3:15])[CH:6]=2)[CH2:19][CH2:18]1. The yield is 0.970. (5) The reactants are [CH3:1][O:2][C:3]1[CH:4]=[C:5]([C:11]([C:13]2[CH:18]=[CH:17][CH:16]=[C:15]([O:19][CH3:20])[CH:14]=2)=O)[CH:6]=[CH:7][C:8]=1[O:9][CH3:10].C(OP([CH2:29][C:30]#[N:31])(=O)OCC)C.C[Si]([N-][Si](C)(C)C)(C)C.[Li+].COC1C=C(C(C2C=CC=C(OC)C=2)=CC#N)C=C(OC)C=1. The catalyst is C1COCC1. The product is [CH3:1][O:2][C:3]1[CH:4]=[C:5]([C:11]([C:13]2[CH:18]=[CH:17][CH:16]=[C:15]([O:19][CH3:20])[CH:14]=2)=[CH:29][C:30]#[N:31])[CH:6]=[CH:7][C:8]=1[O:9][CH3:10]. The yield is 0.920.